From a dataset of NCI-60 drug combinations with 297,098 pairs across 59 cell lines. Regression. Given two drug SMILES strings and cell line genomic features, predict the synergy score measuring deviation from expected non-interaction effect. Drug 2: CC12CCC3C(C1CCC2OP(=O)(O)O)CCC4=C3C=CC(=C4)OC(=O)N(CCCl)CCCl.[Na+]. Drug 1: C1=CC(=CC=C1CC(C(=O)O)N)N(CCCl)CCCl.Cl. Synergy scores: CSS=-4.70, Synergy_ZIP=-3.05, Synergy_Bliss=-9.95, Synergy_Loewe=-16.1, Synergy_HSA=-11.5. Cell line: SK-OV-3.